Dataset: Reaction yield outcomes from USPTO patents with 853,638 reactions. Task: Predict the reaction yield, written as a fraction of the theoretical maximum amount of product (1.0 means a 100% yield; for example, 0.34 means a 34% yield). The reactants are C([O:3][C:4](=O)[CH2:5][O:6][C:7]1[CH:12]=[CH:11][C:10]([CH2:13][CH2:14][CH2:15][CH2:16][NH:17][C:18]([O:20][CH2:21][C:22]2[CH:27]=[CH:26][CH:25]=[CH:24][CH:23]=2)=[O:19])=[CH:9][CH:8]=1)C.[CH3:29][NH:30][CH3:31]. No catalyst specified. The product is [CH2:21]([O:20][C:18](=[O:19])[NH:17][CH2:16][CH2:15][CH2:14][CH2:13][C:10]1[CH:11]=[CH:12][C:7]([O:6][CH2:5][C:4](=[O:3])[N:30]([CH3:31])[CH3:29])=[CH:8][CH:9]=1)[C:22]1[CH:27]=[CH:26][CH:25]=[CH:24][CH:23]=1. The yield is 0.520.